From a dataset of Catalyst prediction with 721,799 reactions and 888 catalyst types from USPTO. Predict which catalyst facilitates the given reaction. (1) Reactant: [NH2:1][C:2]1[N:7]=[C:6]([C:8]2[CH:16]=[CH:15][C:11]3[O:12][CH2:13][O:14][C:10]=3[CH:9]=2)[C:5]([C:17]#[N:18])=[C:4](S(C)(=O)=O)[N:3]=1.[NH2:23][CH2:24][CH2:25][C:26]1[CH:31]=[CH:30][C:29]([OH:32])=[CH:28][CH:27]=1. Product: [NH2:1][C:2]1[N:7]=[C:6]([C:8]2[CH:16]=[CH:15][C:11]3[O:12][CH2:13][O:14][C:10]=3[CH:9]=2)[C:5]([C:17]#[N:18])=[C:4]([NH:23][CH2:24][CH2:25][C:26]2[CH:31]=[CH:30][C:29]([OH:32])=[CH:28][CH:27]=2)[N:3]=1. The catalyst class is: 57. (2) Reactant: [Cl:1][C:2]1[CH:18]=[CH:17][C:5]([C:6]([NH:8][CH:9]([N:14]=[C:15]=[S:16])[C:10]([Cl:13])([Cl:12])[Cl:11])=[O:7])=[CH:4][CH:3]=1.[NH2:19][C:20]1[CH:21]=[N:22][CH:23]=[CH:24][CH:25]=1.C(N(CC)CC)C. Product: [Cl:1][C:2]1[CH:3]=[CH:4][C:5]([C:6]([NH:8][CH:9]([NH:14][C:15]([NH:19][C:20]2[CH:21]=[N:22][CH:23]=[CH:24][CH:25]=2)=[S:16])[C:10]([Cl:12])([Cl:13])[Cl:11])=[O:7])=[CH:17][CH:18]=1. The catalyst class is: 56. (3) Reactant: [N+:1]([C:4]1[CH:5]=[C:6]([CH:10]=[CH:11][C:12]=1[N+:13]([O-:15])=[O:14])[C:7](Cl)=[O:8])([O-:3])=[O:2].[NH2:16][C:17]1[CH:22]=[CH:21][C:20]([C:23]#[N:24])=[CH:19][N:18]=1.N1C=CC=CC=1. The catalyst class is: 11. Product: [C:23]([C:20]1[CH:21]=[CH:22][C:17]([NH:16][C:7](=[O:8])[C:6]2[CH:10]=[CH:11][C:12]([N+:13]([O-:15])=[O:14])=[C:4]([N+:1]([O-:3])=[O:2])[CH:5]=2)=[N:18][CH:19]=1)#[N:24]. (4) Reactant: [CH3:1][O:2][C:3]1[CH:4]=[C:5]([C:15]2[C:19]3[CH2:20][CH2:21][CH2:22][C:23](=O)[C:18]=3[O:17][N:16]=2)[CH:6]=[CH:7][C:8]=1[N:9]1[CH:13]=[C:12]([CH3:14])[N:11]=[CH:10]1.[F:25][C:26]1[CH:32]=[CH:31][C:29]([NH2:30])=[CH:28][CH:27]=1.C(O)C.[BH4-].[Na+]. Product: [F:25][C:26]1[CH:32]=[CH:31][C:29]([NH:30][CH:23]2[C:18]3[O:17][N:16]=[C:15]([C:5]4[CH:6]=[CH:7][C:8]([N:9]5[CH:13]=[C:12]([CH3:14])[N:11]=[CH:10]5)=[C:3]([O:2][CH3:1])[CH:4]=4)[C:19]=3[CH2:20][CH2:21][CH2:22]2)=[CH:28][CH:27]=1. The catalyst class is: 1. (5) Reactant: [CH2:1]([O:8][C:9]1[C:14](=[O:15])[N:13]2[CH2:16][CH2:17][NH:18][C:19]([CH3:21])([CH3:20])[C:12]2=[N:11][C:10]=1[C:22]([NH:24][CH2:25][C:26]1[CH:31]=[CH:30][C:29]([F:32])=[CH:28][CH:27]=1)=[O:23])[C:2]1[CH:7]=[CH:6][CH:5]=[CH:4][CH:3]=1.C([O-])([O-])=O.[K+].[K+].Br[CH2:40][C:41]([O:43][CH3:44])=[O:42]. Product: [CH2:1]([O:8][C:9]1[C:14](=[O:15])[N:13]2[CH2:16][CH2:17][N:18]([CH2:40][C:41]([O:43][CH3:44])=[O:42])[C:19]([CH3:21])([CH3:20])[C:12]2=[N:11][C:10]=1[C:22]([NH:24][CH2:25][C:26]1[CH:27]=[CH:28][C:29]([F:32])=[CH:30][CH:31]=1)=[O:23])[C:2]1[CH:7]=[CH:6][CH:5]=[CH:4][CH:3]=1. The catalyst class is: 3. (6) Reactant: [CH2:1]([O:3][C@@H:4]([CH2:10][C:11]1[CH:16]=[CH:15][C:14]([O:17][CH2:18][C@H:19]([OH:28])[C:20]2[CH:25]=[CH:24][CH:23]=[C:22]([O:26][CH3:27])[CH:21]=2)=[CH:13][CH:12]=1)[C:5]([O:7]CC)=[O:6])[CH3:2].[Li+].[OH-]. Product: [CH2:1]([O:3][C@@H:4]([CH2:10][C:11]1[CH:12]=[CH:13][C:14]([O:17][CH2:18][C@H:19]([OH:28])[C:20]2[CH:25]=[CH:24][CH:23]=[C:22]([O:26][CH3:27])[CH:21]=2)=[CH:15][CH:16]=1)[C:5]([OH:7])=[O:6])[CH3:2]. The catalyst class is: 5.